Dataset: Reaction yield outcomes from USPTO patents with 853,638 reactions. Task: Predict the reaction yield, written as a fraction of the theoretical maximum amount of product (1.0 means a 100% yield; for example, 0.34 means a 34% yield). The reactants are [CH3:1][O:2][C:3]1[CH:4]=[C:5]2[C:10](=[CH:11][C:12]=1[O:13][CH3:14])[N:9]=[CH:8][CH:7]=[C:6]2[O:15][C:16]1[CH:22]=[CH:21][C:19]([NH2:20])=[C:18]([CH3:23])[C:17]=1[CH3:24].Cl[C:26](Cl)([O:28][C:29](=[O:35])OC(Cl)(Cl)Cl)Cl.[C:37]([C:41]1[CH:46]=[CH:45]C(O)=[CH:43][CH:42]=1)([CH3:40])([CH3:39])[CH3:38].C(=O)(O)[O-].[Na+]. The catalyst is C(Cl)Cl.C(N(CC)CC)C.C1(C)C=CC=CC=1. The product is [CH3:1][O:2][C:3]1[CH:4]=[C:5]2[C:10](=[CH:11][C:12]=1[O:13][CH3:14])[N:9]=[CH:8][CH:7]=[C:6]2[O:15][C:16]1[CH:22]=[CH:21][C:19]([NH:20][C:29](=[O:35])[O:28][C:26]2[CH:45]=[CH:46][C:41]([C:37]([CH3:40])([CH3:39])[CH3:38])=[CH:42][CH:43]=2)=[C:18]([CH3:23])[C:17]=1[CH3:24]. The yield is 0.420.